From a dataset of Full USPTO retrosynthesis dataset with 1.9M reactions from patents (1976-2016). Predict the reactants needed to synthesize the given product. (1) Given the product [Cl:1][C:2]1[CH:20]=[C:19]([Cl:21])[CH:18]=[C:17]([O:30][C:27]2[CH:28]=[CH:29][C:24]([F:23])=[CH:25][C:26]=2[O:31][CH3:32])[C:3]=1[C:4]([NH:6][C:7]1[CH:12]=[CH:11][CH:10]=[C:9]([S:13](=[O:16])(=[O:15])[NH2:14])[CH:8]=1)=[O:5], predict the reactants needed to synthesize it. The reactants are: [Cl:1][C:2]1[CH:20]=[C:19]([Cl:21])[CH:18]=[C:17](F)[C:3]=1[C:4]([NH:6][C:7]1[CH:12]=[CH:11][CH:10]=[C:9]([S:13](=[O:16])(=[O:15])[NH2:14])[CH:8]=1)=[O:5].[F:23][C:24]1[CH:29]=[CH:28][C:27]([OH:30])=[C:26]([O:31][CH3:32])[CH:25]=1.C([O-])([O-])=O.[Cs+].[Cs+]. (2) Given the product [CH3:12][O:1][C:2]1[CH:3]=[C:4]([CH:8]=[CH:9][C:10]=1[CH3:11])[C:5]([O:24][CH3:23])=[O:6], predict the reactants needed to synthesize it. The reactants are: [OH:1][C:2]1[CH:3]=[C:4]([CH:8]=[CH:9][C:10]=1[CH3:11])[C:5](O)=[O:6].[C:12](=O)([O-])[O-].[K+].[K+].CI.O.CN(C)[CH:23]=[O:24]. (3) Given the product [NH2:1][C:2]1[N:3]=[C:4]([C:14]2[CH:19]=[CH:18][CH:17]=[CH:16][CH:15]=2)[C:5]([C:12]#[N:13])=[C:6]([N:20]2[CH2:25][CH2:24][CH2:23][CH2:22][CH2:21]2)[N:7]=1, predict the reactants needed to synthesize it. The reactants are: [NH2:1][C:2]1[N:7]=[C:6](S(C)(=O)=O)[C:5]([C:12]#[N:13])=[C:4]([C:14]2[CH:19]=[CH:18][CH:17]=[CH:16][CH:15]=2)[N:3]=1.[NH:20]1[CH2:25][CH2:24][CH2:23][CH2:22][CH2:21]1. (4) Given the product [Br:24][C:8]1[CH:7]=[CH:6][C:5]2[N:4]=[CH:3][C:2]3[NH:1][C:33](=[O:35])[N:12]([C:13]4[CH:14]=[CH:15][C:16]([C:19]([CH3:22])([CH3:23])[C:20]#[N:21])=[CH:17][CH:18]=4)[C:11]=3[C:10]=2[CH:9]=1, predict the reactants needed to synthesize it. The reactants are: [NH2:1][C:2]1[CH:3]=[N:4][C:5]2[C:10]([C:11]=1[NH:12][C:13]1[CH:18]=[CH:17][C:16]([C:19]([CH3:23])([CH3:22])[C:20]#[N:21])=[CH:15][CH:14]=1)=[CH:9][C:8]([Br:24])=[CH:7][CH:6]=2.C(N(CC)CC)C.Cl[C:33](Cl)([O:35]C(=O)OC(Cl)(Cl)Cl)Cl. (5) Given the product [Br:22][CH2:23][C:24]1[CH:25]=[C:26]([CH:27]=[CH:28][CH:29]=1)[CH2:30][N:3]1[CH:4]=[CH:5][C:6]2[C:11](=[CH:10][C:9]([C:12]([O:14][CH3:15])=[O:13])=[CH:8][CH:7]=2)[C:2]1=[O:1], predict the reactants needed to synthesize it. The reactants are: [O:1]=[C:2]1[C:11]2[C:6](=[CH:7][CH:8]=[C:9]([C:12]([O:14][CH3:15])=[O:13])[CH:10]=2)[CH:5]=[CH:4][NH:3]1.C(=O)([O-])[O-].[Cs+].[Cs+].[Br:22][CH2:23][C:24]1[CH:29]=[CH:28][CH:27]=[C:26]([CH2:30]Br)[CH:25]=1. (6) Given the product [N:29]1([CH2:34][CH2:35][O:36][C:6]([C:8]2[CH:9]=[C:10]([C:18]3[N:19]=[C:20]([C:23]4[CH:28]=[CH:27][N:26]=[CH:25][CH:24]=4)[S:21][CH:22]=3)[C:11](=[O:17])[NH:12][C:13]=2[CH:14]([CH3:16])[CH3:15])=[O:7])[CH2:33][CH2:32][CH2:31][CH2:30]1, predict the reactants needed to synthesize it. The reactants are: N1([C:6]([C:8]2[CH:9]=[C:10]([C:18]3[N:19]=[C:20]([C:23]4[CH:28]=[CH:27][N:26]=[CH:25][CH:24]=4)[S:21][CH:22]=3)[C:11](=[O:17])[NH:12][C:13]=2[CH:14]([CH3:16])[CH3:15])=[O:7])C=CN=C1.[N:29]1([CH2:34][CH2:35][OH:36])[CH2:33][CH2:32][CH2:31][CH2:30]1.